From a dataset of Catalyst prediction with 721,799 reactions and 888 catalyst types from USPTO. Predict which catalyst facilitates the given reaction. Reactant: [CH2:1]([O:6][C:7]1[CH:12]=[CH:11][C:10]([C:13]2[O:17][N:16]=[C:15]([C:18]3[CH:26]=[CH:25][C:21]([C:22]([O-:24])=[O:23])=[CH:20][CH:19]=3)[CH:14]=2)=[CH:9][CH:8]=1)[CH2:2][CH2:3][CH2:4][CH3:5].[K+].O1CCCC1.Cl. Product: [CH2:1]([O:6][C:7]1[CH:8]=[CH:9][C:10]([C:13]2[O:17][N:16]=[C:15]([C:18]3[CH:19]=[CH:20][C:21]([C:22]([OH:24])=[O:23])=[CH:25][CH:26]=3)[CH:14]=2)=[CH:11][CH:12]=1)[CH2:2][CH2:3][CH2:4][CH3:5]. The catalyst class is: 6.